Dataset: Reaction yield outcomes from USPTO patents with 853,638 reactions. Task: Predict the reaction yield, written as a fraction of the theoretical maximum amount of product (1.0 means a 100% yield; for example, 0.34 means a 34% yield). (1) The reactants are [F:1][C:2]1[CH:3]=[CH:4][C:5]([NH:8][NH:9][C:10]([N:12]2[CH2:17][CH2:16][CH2:15][CH2:14][C@@H:13]2[CH3:18])=O)=[N:6][CH:7]=1.C1C=CC(P(C2C=CC=CC=2)C2C=CC=CC=2)=CC=1.CCN(CC)CC.ClC(Cl)(Cl)C(Cl)(Cl)Cl.N. The catalyst is C1COCC1.CO.C(Cl)Cl. The product is [F:1][C:2]1[CH:3]=[CH:4][C:5]2[N:6]([C:10]([N:12]3[CH2:17][CH2:16][CH2:15][CH2:14][C@@H:13]3[CH3:18])=[N:9][N:8]=2)[CH:7]=1. The yield is 0.890. (2) The reactants are C([O:8][C:9]1[C:13]([O:14]CC2C=CC=CC=2)=[C:12]([C:22]([N:24]([CH2:27][CH3:28])[CH2:25][CH3:26])=[O:23])[N:11]([C:29]2[CH:34]=[CH:33][C:32]([O:35][CH3:36])=[CH:31][CH:30]=2)[C:10]=1[C:37]([N:39]([CH2:42][CH3:43])[CH2:40][CH3:41])=[O:38])C1C=CC=CC=1. The catalyst is CO.C(Cl)Cl.[Pd]. The product is [CH2:42]([N:39]([CH2:40][CH3:41])[C:37]([C:10]1[N:11]([C:29]2[CH:34]=[CH:33][C:32]([O:35][CH3:36])=[CH:31][CH:30]=2)[C:12]([C:22]([N:24]([CH2:25][CH3:26])[CH2:27][CH3:28])=[O:23])=[C:13]([OH:14])[C:9]=1[OH:8])=[O:38])[CH3:43]. The yield is 0.930. (3) The reactants are [Cl:1][C:2]1[CH:7]=[C:6]([Cl:8])[CH:5]=[CH:4][C:3]=1[C:9]1[N:10]=[C:11](/[CH:14]=[CH:15]/[C:16]2[CH:21]=[CH:20][C:19]([C:22]3[CH:27]=[CH:26][C:25]([O:28][CH3:29])=[CH:24][CH:23]=3)=[CH:18][CH:17]=2)[NH:12][CH:13]=1.Br[CH2:31][CH2:32][CH:33]([CH3:35])[CH3:34].BrC[CH2:38][CH2:39][C:40]([O:42]C)=[O:41]. The catalyst is CCOCC. The product is [Cl:1][C:2]1[CH:7]=[C:6]([Cl:8])[CH:5]=[CH:4][C:3]=1[C:9]1[N:10]=[C:11](/[CH:14]=[CH:15]/[C:16]2[CH:21]=[CH:20][C:19]([C:22]3[CH:23]=[CH:24][C:25]([O:28][CH2:29][CH2:38][CH2:39][C:40]([OH:42])=[O:41])=[CH:26][CH:27]=3)=[CH:18][CH:17]=2)[N:12]([CH2:31][CH2:32][CH:33]([CH3:35])[CH3:34])[CH:13]=1. The yield is 0.00400. (4) The reactants are [CH2:1]([OH:5])[CH2:2][CH2:3][CH3:4].[Cl:6][C:7]1[CH:8]=[C:9]2[C:13](=[CH:14][CH:15]=1)[N:12]([C:16]1[N:20]([CH3:21])[N:19]=[C:18]([CH3:22])[C:17]=1[CH2:23][CH2:24][S:25]([NH2:28])(=[O:27])=[O:26])[CH:11]=[CH:10]2.N12CCCN=C1CCCCC2.[Cl-].[NH4+].CN(C)[CH:44]=[O:45]. The catalyst is CN(C)C1C=CN=CC=1. The product is [Cl:6][C:7]1[CH:8]=[C:9]2[C:13](=[CH:14][CH:15]=1)[N:12]([C:16]1[N:20]([CH3:21])[N:19]=[C:18]([CH3:22])[C:17]=1[CH2:23][CH2:24][S:25]([NH:28][C:44](=[O:45])[O:5][CH2:1][CH2:2][CH2:3][CH3:4])(=[O:27])=[O:26])[CH:11]=[CH:10]2. The yield is 0.670.